From a dataset of Forward reaction prediction with 1.9M reactions from USPTO patents (1976-2016). Predict the product of the given reaction. (1) Given the reactants [NH:1]1[C:9]2[C:4](=[CH:5][CH:6]=[CH:7][CH:8]=2)[C:3]([CH2:10][CH2:11][OH:12])=[CH:2]1.CN1CCOCC1.Cl[C:21]([O:23][C:24]1[CH:29]=[CH:28][C:27]([N+:30]([O-:32])=[O:31])=[CH:26][CH:25]=1)=[O:22], predict the reaction product. The product is: [N+:30]([C:27]1[CH:26]=[CH:25][C:24]([O:23][C:21](=[O:22])[O:12][CH2:11][CH2:10][C:3]2[C:4]3[C:9](=[CH:8][CH:7]=[CH:6][CH:5]=3)[NH:1][CH:2]=2)=[CH:29][CH:28]=1)([O-:32])=[O:31]. (2) Given the reactants [CH3:1][C:2]1[C:3]2[N:4]([C:18]([C:21]([OH:23])=O)=[CH:19][N:20]=2)[CH:5]=[C:6]([C:8]2[CH:13]=[CH:12][C:11]([C:14]([F:17])([F:16])[F:15])=[CH:10][CH:9]=2)[CH:7]=1.O[NH:25][C:26](=[NH:37])[C:27]1[CH:32]=[CH:31][CH:30]=[C:29]([S:33](=[O:36])(=[O:35])[NH2:34])[CH:28]=1, predict the reaction product. The product is: [CH3:1][C:2]1[C:3]2[N:4]([C:18]([C:21]3[O:23][N:37]=[C:26]([C:27]4[CH:28]=[C:29]([S:33]([NH2:34])(=[O:35])=[O:36])[CH:30]=[CH:31][CH:32]=4)[N:25]=3)=[CH:19][N:20]=2)[CH:5]=[C:6]([C:8]2[CH:13]=[CH:12][C:11]([C:14]([F:15])([F:16])[F:17])=[CH:10][CH:9]=2)[CH:7]=1. (3) Given the reactants Cl[CH2:2][C:3]1[N:4]([CH3:29])[C:5]2[C:10]([N:11]=1)=[C:9]([N:12]1[CH2:17][CH2:16][O:15][CH2:14][CH2:13]1)[N:8]=[C:7]([N:18]1[C:22]3[CH:23]=[CH:24][CH:25]=[CH:26][C:21]=3[N:20]=[C:19]1[CH2:27][CH3:28])[N:6]=2.[NH:30]1[CH2:33][CH:32]([N:34]2[CH2:39][CH2:38][O:37][CH2:36][CH2:35]2)[CH2:31]1.C([O-])([O-])=O.[K+].[K+], predict the reaction product. The product is: [CH2:27]([C:19]1[N:18]([C:7]2[N:6]=[C:5]3[C:10]([N:11]=[C:3]([CH2:2][N:30]4[CH2:33][CH:32]([N:34]5[CH2:39][CH2:38][O:37][CH2:36][CH2:35]5)[CH2:31]4)[N:4]3[CH3:29])=[C:9]([N:12]3[CH2:17][CH2:16][O:15][CH2:14][CH2:13]3)[N:8]=2)[C:22]2[CH:23]=[CH:24][CH:25]=[CH:26][C:21]=2[N:20]=1)[CH3:28]. (4) Given the reactants [NH2:1][C:2]1[S:3][C:4]2[N:5]=[C:6]([N:11]([CH3:32])[C:12]3[CH:13]=[C:14]([NH:18][C:19](=[O:31])[C:20]4[CH:25]=[CH:24][CH:23]=[C:22]([C:26]([C:29]#[N:30])([CH3:28])[CH3:27])[CH:21]=4)[CH:15]=[CH:16][CH:17]=3)[N:7]=[CH:8][C:9]=2[N:10]=1.[Cl:33][CH2:34][C:35](Cl)=[O:36].C(=O)([O-])O.[Na+], predict the reaction product. The product is: [Cl:33][CH2:34][C:35]([NH:1][C:2]1[S:3][C:4]2[N:5]=[C:6]([N:11]([CH3:32])[C:12]3[CH:13]=[C:14]([NH:18][C:19](=[O:31])[C:20]4[CH:25]=[CH:24][CH:23]=[C:22]([C:26]([C:29]#[N:30])([CH3:27])[CH3:28])[CH:21]=4)[CH:15]=[CH:16][CH:17]=3)[N:7]=[CH:8][C:9]=2[N:10]=1)=[O:36]. (5) Given the reactants C([O:4][C:5](=[O:35])[CH:6]([N:16]([C:26](=[O:34])[CH:27]([CH2:31][CH2:32][Cl:33])[C:28](=[O:30])[CH3:29])[CH2:17][C:18]1[CH:23]=[CH:22][C:21]([O:24][CH3:25])=[CH:20][CH:19]=1)[CH2:7][O:8][CH2:9][C:10]1[CH:15]=[CH:14][CH:13]=[CH:12][CH:11]=1)C=C.N1CCOCC1, predict the reaction product. The product is: [CH2:9]([O:8][CH2:7][CH:6]([N:16]([C:26](=[O:34])[CH:27]([CH2:31][CH2:32][Cl:33])[C:28](=[O:30])[CH3:29])[CH2:17][C:18]1[CH:19]=[CH:20][C:21]([O:24][CH3:25])=[CH:22][CH:23]=1)[C:5]([OH:35])=[O:4])[C:10]1[CH:15]=[CH:14][CH:13]=[CH:12][CH:11]=1. (6) The product is: [C:32]([NH:1][C:2]1[CH:3]=[CH:4][C:5]([Cl:31])=[C:6]([CH:30]=1)[CH2:7][O:8][C:9]1[CH:10]=[C:11]2[C:16](=[CH:17][CH:18]=1)[C@H:15]([C:19]([O:21][CH3:22])=[O:20])[N:14]([C:23]([O:25][C:26]([CH3:28])([CH3:27])[CH3:29])=[O:24])[CH2:13][CH2:12]2)(=[O:34])[CH3:33]. Given the reactants [NH2:1][C:2]1[CH:3]=[CH:4][C:5]([Cl:31])=[C:6]([CH:30]=1)[CH2:7][O:8][C:9]1[CH:10]=[C:11]2[C:16](=[CH:17][CH:18]=1)[C@H:15]([C:19]([O:21][CH3:22])=[O:20])[N:14]([C:23]([O:25][C:26]([CH3:29])([CH3:28])[CH3:27])=[O:24])[CH2:13][CH2:12]2.[C:32](Cl)(=[O:34])[CH3:33], predict the reaction product.